From a dataset of Peptide-MHC class I binding affinity with 185,985 pairs from IEDB/IMGT. Regression. Given a peptide amino acid sequence and an MHC pseudo amino acid sequence, predict their binding affinity value. This is MHC class I binding data. (1) The peptide sequence is TILLSDKGK. The MHC is HLA-A33:01 with pseudo-sequence HLA-A33:01. The binding affinity (normalized) is 0.0111. (2) The peptide sequence is EVVDMLSTY. The MHC is HLA-B44:02 with pseudo-sequence HLA-B44:02. The binding affinity (normalized) is 0.0847. (3) The peptide sequence is AVFQNRSQY. The MHC is HLA-B46:01 with pseudo-sequence HLA-B46:01. The binding affinity (normalized) is 0.0847. (4) The MHC is Mamu-B17 with pseudo-sequence Mamu-B17. The binding affinity (normalized) is 0.117. The peptide sequence is LFDWCQGDTF.